Dataset: Forward reaction prediction with 1.9M reactions from USPTO patents (1976-2016). Task: Predict the product of the given reaction. (1) Given the reactants [Cl:1][C:2]1[N:7]=[CH:6][C:5]([OH:8])=[CH:4][CH:3]=1.[C:9]([O:12][CH2:13][CH2:14]Br)(=[O:11])[CH3:10].C([O-])([O-])=O.[Cs+].[Cs+], predict the reaction product. The product is: [CH2:13]([O:12][C:9](=[O:11])[CH2:10][O:8][C:5]1[CH:6]=[N:7][C:2]([Cl:1])=[CH:3][CH:4]=1)[CH3:14]. (2) Given the reactants [Al+3].[Cl-].[Cl-].[Cl-].Br[C:6]([CH3:11])([CH3:10])[C:7](Br)=[O:8].[Br:12][C:13]1[CH:18]=[CH:17][CH:16]=[C:15]([CH:19]([CH3:21])[CH3:20])[CH:14]=1, predict the reaction product. The product is: [Br:12][C:13]1[CH:14]=[C:15]([CH:19]([CH3:21])[CH3:20])[CH:16]=[C:17]2[C:18]=1[C:7](=[O:8])[CH:6]([CH3:11])[CH2:10]2. (3) The product is: [F:1][C:2]1[CH:7]=[CH:6][C:5]([C:8]2[N:9]=[C:10]3[CH:15]=[CH:14][C:13]([N:16]4[CH2:21][CH2:20][CH:19]([N:22]5[CH2:26][CH2:25][CH2:24][CH2:23]5)[CH2:18][CH2:17]4)=[N:12][N:11]3[C:27]=2[C:28]2[CH:33]=[CH:32][N:31]=[C:30]3[NH:34][CH:35]=[CH:36][C:29]=23)=[CH:4][CH:3]=1. Given the reactants [F:1][C:2]1[CH:7]=[CH:6][C:5]([C:8]2[N:9]=[C:10]3[CH:15]=[CH:14][C:13]([N:16]4[CH2:21][CH2:20][CH:19]([N:22]5[CH2:26][CH2:25][CH2:24][CH2:23]5)[CH2:18][CH2:17]4)=[N:12][N:11]3[C:27]=2[C:28]2[CH:33]=[CH:32][N:31]=[C:30]3[N:34](S(C4C=CC(C)=CC=4)(=O)=O)[CH:35]=[CH:36][C:29]=23)=[CH:4][CH:3]=1.[OH-].[Na+], predict the reaction product. (4) Given the reactants [C:1]([N:4]1[C:12]2[C:7](=[CH:8][C:9]([N:13]([C:23](=O)C)[S:14]([C:17]3[CH:22]=[CH:21][CH:20]=[CH:19][CH:18]=3)(=[O:16])=[O:15])=[CH:10][CH:11]=2)[C:6](=[C:26]([O:33][CH2:34][CH3:35])[C:27]2[CH:32]=[CH:31][CH:30]=[CH:29][CH:28]=2)[C:5]1=[O:36])(=[O:3])[CH3:2].CC(C)([O-])C.[K+].IC.O, predict the reaction product. The product is: [C:1]([N:4]1[C:12]2[C:7](=[CH:8][C:9]([N:13]([CH3:23])[S:14]([C:17]3[CH:22]=[CH:21][CH:20]=[CH:19][CH:18]=3)(=[O:16])=[O:15])=[CH:10][CH:11]=2)/[C:6](=[C:26](/[O:33][CH2:34][CH3:35])\[C:27]2[CH:32]=[CH:31][CH:30]=[CH:29][CH:28]=2)/[C:5]1=[O:36])(=[O:3])[CH3:2].